Predict the reactants needed to synthesize the given product. From a dataset of Full USPTO retrosynthesis dataset with 1.9M reactions from patents (1976-2016). (1) Given the product [Br:12][C:13]1[CH:14]=[C:15]([CH:16]=[CH:17][CH:18]=1)[O:1][C:2]1[CH:3]=[C:4]([CH2:9][C:10]#[N:11])[CH:5]=[CH:6][C:7]=1[Cl:29], predict the reactants needed to synthesize it. The reactants are: [OH:1][C:2]1[CH:3]=[C:4]([CH2:9][C:10]#[N:11])[CH:5]=[CH:6][C:7]=1C.[Br:12][C:13]1[CH:14]=[C:15](B(O)O)[CH:16]=[CH:17][CH:18]=1.N1C=CC=CC=1.C(Cl)[Cl:29]. (2) Given the product [N:7]1[C:8]([CH2:19][OH:20])=[CH:9][N:10]2[C:14]3[CH:15]=[CH:16][CH:17]=[CH:18][C:13]=3[S:12][C:11]=12, predict the reactants needed to synthesize it. The reactants are: [H-].[H-].[H-].[H-].[Li+].[Al+3].[N:7]1[C:8]([C:19](OCC)=[O:20])=[CH:9][N:10]2[C:14]3[CH:15]=[CH:16][CH:17]=[CH:18][C:13]=3[S:12][C:11]=12. (3) Given the product [NH2:1][C:2]1[C:3]([C:17]([NH2:19])=[O:18])=[N:4][C:5]([C:9]2[CH:14]=[CH:13][C:12](=[O:15])[N:11]([CH3:16])[CH:10]=2)=[C:6]([Cl:22])[N:7]=1, predict the reactants needed to synthesize it. The reactants are: [NH2:1][C:2]1[C:3]([C:17]([NH2:19])=[O:18])=[N:4][C:5]([C:9]2[CH:14]=[CH:13][C:12](=[O:15])[N:11]([CH3:16])[CH:10]=2)=[CH:6][N+:7]=1[O-].P(Cl)(Cl)([Cl:22])=O.O.[OH-].[Na+]. (4) Given the product [O:21]=[C:19]1[CH:7]2[CH2:8][N:9]([C:12]([O:14][C:15]([CH3:16])([CH3:17])[CH3:18])=[O:13])[CH2:10][CH2:11][N:6]2[CH2:5][CH:4]1[C:3]([O:2][CH3:1])=[O:23], predict the reactants needed to synthesize it. The reactants are: [CH3:1][O:2][C:3](=[O:23])[CH2:4][CH2:5][N:6]1[CH2:11][CH2:10][N:9]([C:12]([O:14][C:15]([CH3:18])([CH3:17])[CH3:16])=[O:13])[CH2:8][CH:7]1[C:19]([O:21]C)=O.CC(C)([O-])C.[K+]. (5) Given the product [Br:1][C:2]1[CH:19]=[C:6]2[C:5](=[N:4][CH:3]=1)[N:16]([CH2:18][CH:25]1[CH2:26][CH2:27][N:22]([CH3:21])[CH2:23][CH2:24]1)[CH:15]=[C:9]([C:10]([O:12][CH2:13][CH3:14])=[O:11])[C:7]2=[O:8], predict the reactants needed to synthesize it. The reactants are: [Br:1][C:2]1[CH:3]=[N:4][C:5](F)=[C:6]([CH:19]=1)[C:7]([C:9](=[CH:15][N:16]([CH3:18])C)[C:10]([O:12][CH2:13][CH3:14])=[O:11])=[O:8].[CH3:21][N:22]1[CH2:27][CH2:26][CH:25](CN)[CH2:24][CH2:23]1.